This data is from Reaction yield outcomes from USPTO patents with 853,638 reactions. The task is: Predict the reaction yield, written as a fraction of the theoretical maximum amount of product (1.0 means a 100% yield; for example, 0.34 means a 34% yield). (1) The reactants are [CH3:1][C@H:2]1[CH2:7][NH:6][C@H:5]([CH3:8])[CH2:4][N:3]1[C:9]([O:11][CH2:12][C:13]1[CH:18]=[CH:17][CH:16]=[CH:15][CH:14]=1)=[O:10].C=O.[C:21](O[BH-](OC(=O)C)OC(=O)C)(=O)C.[Na+]. The catalyst is ClCCl. The product is [CH3:1][C@H:2]1[CH2:7][N:6]([CH3:21])[C@H:5]([CH3:8])[CH2:4][N:3]1[C:9]([O:11][CH2:12][C:13]1[CH:18]=[CH:17][CH:16]=[CH:15][CH:14]=1)=[O:10]. The yield is 1.00. (2) The reactants are [CH3:1][O:2][C:3]1[CH:8]=[CH:7][C:6]([C:9]2[S:13][C:12]([C:14]([NH:16][C:17]3([C:22]([O:24]C)=[O:23])[CH2:21][CH2:20][CH2:19][CH2:18]3)=[O:15])=[C:11]([NH:26][C:27]([NH:29][C:30]3[C:35]([CH3:36])=[CH:34][C:33]([CH3:37])=[CH:32][C:31]=3[CH3:38])=[O:28])[CH:10]=2)=[CH:5][CH:4]=1.[OH-].[Li+]. The product is [CH3:1][O:2][C:3]1[CH:4]=[CH:5][C:6]([C:9]2[S:13][C:12]([C:14]([NH:16][C:17]3([C:22]([OH:24])=[O:23])[CH2:21][CH2:20][CH2:19][CH2:18]3)=[O:15])=[C:11]([NH:26][C:27]([NH:29][C:30]3[C:35]([CH3:36])=[CH:34][C:33]([CH3:37])=[CH:32][C:31]=3[CH3:38])=[O:28])[CH:10]=2)=[CH:7][CH:8]=1. The yield is 0.870. The catalyst is O1CCOCC1. (3) The reactants are [CH3:1][N:2]1[C:6]([CH3:7])=[C:5]([CH2:8][CH:9]=O)[C:4]([CH3:11])=[N:3]1.[F:12][C:13]1[CH:18]=[CH:17][C:16]([C:19]2[C:20]([N:25]3[CH2:30][CH2:29][NH:28][CH2:27][CH2:26]3)=[N:21][CH:22]=[CH:23][N:24]=2)=[CH:15][CH:14]=1.C(O)(=O)C.C(O[BH-](OC(=O)C)OC(=O)C)(=O)C.[Na+].C(Cl)[Cl:50]. No catalyst specified. The product is [ClH:50].[F:12][C:13]1[CH:18]=[CH:17][C:16]([C:19]2[C:20]([N:25]3[CH2:26][CH2:27][N:28]([CH2:9][CH2:8][C:5]4[C:4]([CH3:11])=[N:3][N:2]([CH3:1])[C:6]=4[CH3:7])[CH2:29][CH2:30]3)=[N:21][CH:22]=[CH:23][N:24]=2)=[CH:15][CH:14]=1. The yield is 0.0500. (4) The reactants are C([BH3-])#N.[Na+].[I:5][C:6]1[CH:7]=[C:8]2[C:12](=[CH:13][CH:14]=1)[NH:11][CH:10]=[CH:9]2.[C:15](O[C:15]([O:17][C:18]([CH3:21])([CH3:20])[CH3:19])=[O:16])([O:17][C:18]([CH3:21])([CH3:20])[CH3:19])=[O:16].C(=O)(O)[O-].[Na+].Cl.C(N)C1C=CC=CC=1. The catalyst is C(O)(=O)C.O1CCCC1. The product is [I:5][C:6]1[CH:7]=[C:8]2[C:12](=[CH:13][CH:14]=1)[N:11]([C:15]([O:17][C:18]([CH3:21])([CH3:20])[CH3:19])=[O:16])[CH2:10][CH2:9]2. The yield is 0.450.